Dataset: Catalyst prediction with 721,799 reactions and 888 catalyst types from USPTO. Task: Predict which catalyst facilitates the given reaction. (1) Reactant: [NH2:1][C@H:2]1[C@H:8]([C:9]2[CH:14]=[CH:13][C:12]([Cl:15])=[C:11]([Cl:16])[CH:10]=2)[O:7][CH2:6][CH2:5][N:4]([C:17]([O:19][C:20]([CH3:23])([CH3:22])[CH3:21])=[O:18])[CH2:3]1.[CH2:24](Br)[C:25]1[CH:30]=[CH:29][CH:28]=[CH:27][CH:26]=1. Product: [CH2:24]([NH:1][C@H:2]1[C@H:8]([C:9]2[CH:14]=[CH:13][C:12]([Cl:15])=[C:11]([Cl:16])[CH:10]=2)[O:7][CH2:6][CH2:5][N:4]([C:17]([O:19][C:20]([CH3:23])([CH3:22])[CH3:21])=[O:18])[CH2:3]1)[C:25]1[CH:30]=[CH:29][CH:28]=[CH:27][CH:26]=1. The catalyst class is: 56. (2) Reactant: [CH2:1]([CH:3]1[O:7][C:6](=[O:8])[N:5]([CH2:9][C:10]2[CH:15]=[CH:14][CH:13]=[CH:12][C:11]=2[NH:16][S:17]([C:20]([F:23])([F:22])[F:21])(=[O:19])=[O:18])[CH2:4]1)[CH3:2].C(=O)(O)[O-].[Na+].Cl[C:30]([O:32][CH2:33][CH:34]([CH3:36])[CH3:35])=[O:31]. Product: [CH2:1]([CH:3]1[O:7][C:6](=[O:8])[N:5]([CH2:9][C:10]2[CH:15]=[CH:14][CH:13]=[CH:12][C:11]=2[N:16]([C:30]([O:32][CH2:33][CH:34]([CH3:36])[CH3:35])=[O:31])[S:17]([C:20]([F:22])([F:23])[F:21])(=[O:19])=[O:18])[CH2:4]1)[CH3:2]. The catalyst class is: 10. (3) Reactant: [F:1][C:2]([F:6])([F:5])[CH2:3][OH:4].[H-].[Na+].C(S[C:13]1[N:14]([C:25]2[CH:30]=[CH:29][C:28]([O:31][CH2:32][C:33]([F:36])([F:35])[F:34])=[CH:27][CH:26]=2)[C:15](=[O:24])[C:16]2[CH:22]=[CH:21][NH:20][C:19](=[O:23])[C:17]=2[N:18]=1)CC. Product: [F:1][C:2]([F:6])([F:5])[CH2:3][O:4][C:13]1[N:14]([C:25]2[CH:26]=[CH:27][C:28]([O:31][CH2:32][C:33]([F:36])([F:35])[F:34])=[CH:29][CH:30]=2)[C:15](=[O:24])[C:16]2[CH:22]=[CH:21][NH:20][C:19](=[O:23])[C:17]=2[N:18]=1. The catalyst class is: 391. (4) Reactant: [Si]([O:8][CH:9]([CH2:19][O:20][C:21]1[CH:26]=[CH:25][CH:24]=[C:23]([C:27]2[CH:28]=[C:29]([C:39](=[O:51])[NH:40][CH2:41][C:42]3[C:43](=[O:50])[NH:44][C:45]([CH3:49])=[CH:46][C:47]=3[CH3:48])[C:30]3[C:31](=[N:33][N:34]([CH:36]([CH3:38])[CH3:37])[CH:35]=3)[N:32]=2)[CH:22]=1)[CH2:10][NH:11]C(=O)OC(C)(C)C)(C(C)(C)C)(C)C.Cl. Product: [NH2:11][CH2:10][CH:9]([OH:8])[CH2:19][O:20][C:21]1[CH:22]=[C:23]([C:27]2[CH:28]=[C:29]([C:39]([NH:40][CH2:41][C:42]3[C:43](=[O:50])[NH:44][C:45]([CH3:49])=[CH:46][C:47]=3[CH3:48])=[O:51])[C:30]3[C:31](=[N:33][N:34]([CH:36]([CH3:37])[CH3:38])[CH:35]=3)[N:32]=2)[CH:24]=[CH:25][CH:26]=1. The catalyst class is: 5. (5) Reactant: [F:1][C:2]([F:10])(S(F)(=O)=O)C(O)=O.[OH:11][CH2:12][C@@H:13]([O:15][C:16]1[CH:17]=[C:18]([CH:23]=[C:24]([O:26][CH2:27][C:28]2[CH:33]=[CH:32][CH:31]=[CH:30][CH:29]=2)[CH:25]=1)[C:19]([O:21][CH3:22])=[O:20])[CH3:14]. Product: [F:1][CH:2]([F:10])[O:11][CH2:12][C@@H:13]([O:15][C:16]1[CH:17]=[C:18]([CH:23]=[C:24]([O:26][CH2:27][C:28]2[CH:33]=[CH:32][CH:31]=[CH:30][CH:29]=2)[CH:25]=1)[C:19]([O:21][CH3:22])=[O:20])[CH3:14]. The catalyst class is: 767. (6) Reactant: [N:1]1[CH:6]=[CH:5][CH:4]=[C:3]([CH2:7][CH2:8][C:9]([OH:11])=O)[CH:2]=1.[CH3:12][C:13]1(C)[O:20]C(=O)[CH2:17][C:15](=O)[O:14]1.CN(C1C=CC=CN=1)C.C1(N=C=NC2CCCCC2)CCCCC1. Product: [O:11]=[C:9]([CH2:8][CH2:7][C:3]1[CH:2]=[N:1][CH:6]=[CH:5][CH:4]=1)[CH2:12][C:13]([O:14][CH2:15][CH3:17])=[O:20]. The catalyst class is: 2. (7) Reactant: [CH3:1][C:2]1[CH:17]=[N:16][C:5]2[NH:6][C:7]3[CH2:8][CH2:9][N:10]4[CH:14]([C:15]=3[C:4]=2[CH:3]=1)[CH2:13][CH2:12][CH2:11]4.[OH-].[K+].[F:20][C:21]([F:31])([F:30])[C:22]1[CH:27]=[CH:26][C:25]([CH:28]=[CH2:29])=[CH:24][N:23]=1. Product: [CH3:1][C:2]1[CH:17]=[N:16][C:5]2[N:6]([CH2:29][CH2:28][C:25]3[CH:24]=[N:23][C:22]([C:21]([F:31])([F:20])[F:30])=[CH:27][CH:26]=3)[C:7]3[CH2:8][CH2:9][N:10]4[CH:14]([C:15]=3[C:4]=2[CH:3]=1)[CH2:13][CH2:12][CH2:11]4. The catalyst class is: 179. (8) Reactant: Cl.[CH:2]12[O:9][CH:6]([CH2:7][CH2:8]1)[CH2:5][NH:4][CH2:3]2.[Cl:10][C:11]1[N:16]=[C:15](Cl)[N:14]=[C:13]([N:18]2[CH2:23][CH2:22][C:21](=[O:24])[CH2:20][CH2:19]2)[N:12]=1.C(=O)([O-])[O-].[Na+].[Na+]. Product: [CH:6]12[O:9][CH:2]([CH2:8][CH2:7]1)[CH2:3][N:4]([C:15]1[N:16]=[C:11]([Cl:10])[N:12]=[C:13]([N:18]3[CH2:23][CH2:22][C:21](=[O:24])[CH2:20][CH2:19]3)[N:14]=1)[CH2:5]2. The catalyst class is: 21. (9) Reactant: [Cl:1][C:2]1[CH:3]=[C:4]([C:8]2[O:9][N:10]=[C:11]3[CH:16]=[CH:15][C:14]([C:17]([C:19]4[CH:24]=[CH:23][C:22]([O:25][CH3:26])=[CH:21][CH:20]=4)=[O:18])=[CH:13][C:12]=23)[CH:5]=[CH:6][CH:7]=1.C1COCC1. Product: [NH2:10][C:11]1[CH:16]=[CH:15][C:14]([C:17](=[O:18])[C:19]2[CH:24]=[CH:23][C:22]([O:25][CH3:26])=[CH:21][CH:20]=2)=[CH:13][C:12]=1[C:8]([C:4]1[CH:5]=[CH:6][CH:7]=[C:2]([Cl:1])[CH:3]=1)=[O:9]. The catalyst class is: 6.